This data is from Forward reaction prediction with 1.9M reactions from USPTO patents (1976-2016). The task is: Predict the product of the given reaction. (1) Given the reactants [C:1]1([C:7]2[CH:8]=[CH:9][C:10]([NH2:13])=[N:11][CH:12]=2)[CH:6]=[CH:5][CH:4]=[CH:3][CH:2]=1.Br[CH2:15][C:16]([C:18]1[CH:23]=[CH:22][C:21]([Br:24])=[CH:20][CH:19]=1)=O.C(=O)([O-])O.[Na+], predict the reaction product. The product is: [Br:24][C:21]1[CH:22]=[CH:23][C:18]([C:16]2[N:13]=[C:10]3[CH:9]=[CH:8][C:7]([C:1]4[CH:2]=[CH:3][CH:4]=[CH:5][CH:6]=4)=[CH:12][N:11]3[CH:15]=2)=[CH:19][CH:20]=1. (2) Given the reactants [Cl:1][C:2]1[CH:10]=[C:9]([NH:11][C:12]([C:14]2[CH:23]=[C:22]3[C:17]([CH2:18][CH2:19][CH2:20][N:21]3[S:24]([C:27]3[CH:32]=[CH:31][CH:30]=[C:29]([C:33]([F:36])([F:35])[F:34])[CH:28]=3)(=[O:26])=[O:25])=[CH:16][CH:15]=2)=[O:13])[CH:8]=[CH:7][C:3]=1[C:4]([OH:6])=[O:5].F[C:38](F)(F)C1C=C(S(Cl)(=O)=O)C=CC=1, predict the reaction product. The product is: [CH3:38][O:5][C:4](=[O:6])[C:3]1[CH:7]=[CH:8][C:9]([NH:11][C:12]([C:14]2[CH:23]=[C:22]3[C:17]([CH2:18][CH2:19][CH2:20][N:21]3[S:24]([C:27]3[CH:32]=[CH:31][CH:30]=[C:29]([C:33]([F:34])([F:36])[F:35])[CH:28]=3)(=[O:26])=[O:25])=[CH:16][CH:15]=2)=[O:13])=[CH:10][C:2]=1[Cl:1].